This data is from hERG potassium channel inhibition data for cardiac toxicity prediction from Karim et al.. The task is: Regression/Classification. Given a drug SMILES string, predict its toxicity properties. Task type varies by dataset: regression for continuous values (e.g., LD50, hERG inhibition percentage) or binary classification for toxic/non-toxic outcomes (e.g., AMES mutagenicity, cardiotoxicity, hepatotoxicity). Dataset: herg_karim. (1) The drug is c1ccc(-c2cnc(Nc3ccc(CN4CCCC4)cn3)s2)cc1. The result is 1 (blocker). (2) The molecule is CCCCc1oc2ccccc2c1C(=O)c1cc(I)c(OCCO)c(I)c1. The result is 0 (non-blocker).